From a dataset of Full USPTO retrosynthesis dataset with 1.9M reactions from patents (1976-2016). Predict the reactants needed to synthesize the given product. Given the product [CH3:17][O:16][C:11]1[CH:12]=[CH:13][CH:14]=[CH:15][C:10]=1[C:6]1[N:5]=[C:4]([CH2:3][OH:2])[CH:9]=[CH:8][N:7]=1, predict the reactants needed to synthesize it. The reactants are: C[O:2][CH:3](OC)[C:4]1[CH:9]=[CH:8][N:7]=[C:6]([C:10]2[CH:15]=[CH:14][CH:13]=[CH:12][C:11]=2[O:16][CH3:17])[N:5]=1.[OH-].[Na+].C([O-])([O-])=O.[K+].[K+].[BH4-].[Na+].